From a dataset of Catalyst prediction with 721,799 reactions and 888 catalyst types from USPTO. Predict which catalyst facilitates the given reaction. (1) Reactant: [Cl:1][C:2]1[CH:3]=[C:4]([C:8]2[N:13]=[C:12]([CH2:14][C:15]3[CH:20]=[CH:19][C:18]([CH2:21][C:22]([O:24]C)=O)=[CH:17][CH:16]=3)[CH:11]=[C:10]([C:26]([F:29])([F:28])[F:27])[N:9]=2)[CH:5]=[CH:6][CH:7]=1.[Cl-].[NH4+:31].N. Product: [Cl:1][C:2]1[CH:3]=[C:4]([C:8]2[N:13]=[C:12]([CH2:14][C:15]3[CH:16]=[CH:17][C:18]([CH2:21][C:22]([NH2:31])=[O:24])=[CH:19][CH:20]=3)[CH:11]=[C:10]([C:26]([F:27])([F:28])[F:29])[N:9]=2)[CH:5]=[CH:6][CH:7]=1. The catalyst class is: 5. (2) Reactant: [CH3:1][O:2][CH2:3][CH2:4][O:5][C:6]1[CH:7]=[C:8]2[C:20]([NH:21][C:22]3[CH:23]=[CH:24][CH:25]=[C:26]([C:28]#[CH:29])[CH:27]=3)=[N:19][CH:18]=[N:17][C:9]2=[CH:10][C:11]=1[O:12][CH2:13][CH2:14][O:15][CH3:16].[ClH:30].C(OCC)(=O)C. Product: [CH3:1][O:2][CH2:3][CH2:4][O:5][C:6]1[CH:7]=[C:8]2[C:20]([NH:21][C:22]3[CH:23]=[CH:24][CH:25]=[C:26]([C:28]#[CH:29])[CH:27]=3)=[N:19][CH:18]=[N:17][C:9]2=[CH:10][C:11]=1[O:12][CH2:13][CH2:14][O:15][CH3:16].[ClH:30]. The catalyst class is: 824. (3) Reactant: Br[CH2:2][C:3]([O:5][C:6]([CH3:9])([CH3:8])[CH3:7])=[O:4].[CH3:10][O:11][C:12]1[CH:19]=[CH:18][C:15]([CH2:16][NH2:17])=[CH:14][CH:13]=1.Cl. Product: [C:6]([O:5][C:3](=[O:4])[CH2:2][NH:17][CH2:16][C:15]1[CH:18]=[CH:19][C:12]([O:11][CH3:10])=[CH:13][CH:14]=1)([CH3:9])([CH3:8])[CH3:7]. The catalyst class is: 2.